From a dataset of NCI-60 drug combinations with 297,098 pairs across 59 cell lines. Regression. Given two drug SMILES strings and cell line genomic features, predict the synergy score measuring deviation from expected non-interaction effect. (1) Drug 1: C1=CC=C(C=C1)NC(=O)CCCCCCC(=O)NO. Drug 2: CC(C)CN1C=NC2=C1C3=CC=CC=C3N=C2N. Cell line: SN12C. Synergy scores: CSS=3.40, Synergy_ZIP=-1.02, Synergy_Bliss=0.358, Synergy_Loewe=-2.60, Synergy_HSA=-2.57. (2) Drug 1: CC1=C2C(C(=O)C3(C(CC4C(C3C(C(C2(C)C)(CC1OC(=O)C(C(C5=CC=CC=C5)NC(=O)C6=CC=CC=C6)O)O)OC(=O)C7=CC=CC=C7)(CO4)OC(=O)C)O)C)OC(=O)C. Drug 2: C1CC(=O)NC(=O)C1N2C(=O)C3=CC=CC=C3C2=O. Cell line: UACC-257. Synergy scores: CSS=28.1, Synergy_ZIP=-6.79, Synergy_Bliss=-0.856, Synergy_Loewe=-25.1, Synergy_HSA=-1.97. (3) Drug 1: C1C(C(OC1N2C=NC3=C(N=C(N=C32)Cl)N)CO)O. Drug 2: C1CNP(=O)(OC1)N(CCCl)CCCl. Cell line: HOP-62. Synergy scores: CSS=46.4, Synergy_ZIP=5.64, Synergy_Bliss=-2.96, Synergy_Loewe=-67.6, Synergy_HSA=-7.17. (4) Drug 1: C1CCN(CC1)CCOC2=CC=C(C=C2)C(=O)C3=C(SC4=C3C=CC(=C4)O)C5=CC=C(C=C5)O. Drug 2: C1CCC(CC1)NC(=O)N(CCCl)N=O. Cell line: TK-10. Synergy scores: CSS=9.71, Synergy_ZIP=-5.18, Synergy_Bliss=-2.24, Synergy_Loewe=-3.38, Synergy_HSA=-2.84. (5) Drug 1: C1CC(=O)NC(=O)C1N2C(=O)C3=CC=CC=C3C2=O. Drug 2: CC(C)NC(=O)C1=CC=C(C=C1)CNNC.Cl. Cell line: MDA-MB-435. Synergy scores: CSS=1.32, Synergy_ZIP=-0.458, Synergy_Bliss=-0.497, Synergy_Loewe=-1.00, Synergy_HSA=-2.12. (6) Drug 1: CN(C)C1=NC(=NC(=N1)N(C)C)N(C)C. Drug 2: B(C(CC(C)C)NC(=O)C(CC1=CC=CC=C1)NC(=O)C2=NC=CN=C2)(O)O. Cell line: CCRF-CEM. Synergy scores: CSS=-6.40, Synergy_ZIP=-3.36, Synergy_Bliss=-12.1, Synergy_Loewe=-104, Synergy_HSA=-14.6. (7) Drug 1: CCC1=CC2CC(C3=C(CN(C2)C1)C4=CC=CC=C4N3)(C5=C(C=C6C(=C5)C78CCN9C7C(C=CC9)(C(C(C8N6C)(C(=O)OC)O)OC(=O)C)CC)OC)C(=O)OC.C(C(C(=O)O)O)(C(=O)O)O. Drug 2: C1=C(C(=O)NC(=O)N1)N(CCCl)CCCl. Cell line: HL-60(TB). Synergy scores: CSS=75.1, Synergy_ZIP=5.54, Synergy_Bliss=3.33, Synergy_Loewe=0.612, Synergy_HSA=4.79. (8) Drug 1: C1CCC(CC1)NC(=O)N(CCCl)N=O. Drug 2: C1=C(C(=O)NC(=O)N1)F. Cell line: HOP-92. Synergy scores: CSS=21.1, Synergy_ZIP=-9.33, Synergy_Bliss=-10.2, Synergy_Loewe=-3.84, Synergy_HSA=-3.38. (9) Drug 1: CS(=O)(=O)OCCCCOS(=O)(=O)C. Drug 2: C1=NNC2=C1C(=O)NC=N2. Cell line: MDA-MB-231. Synergy scores: CSS=6.09, Synergy_ZIP=-2.75, Synergy_Bliss=1.86, Synergy_Loewe=0.393, Synergy_HSA=1.38.